Dataset: Peptide-MHC class II binding affinity with 134,281 pairs from IEDB. Task: Regression. Given a peptide amino acid sequence and an MHC pseudo amino acid sequence, predict their binding affinity value. This is MHC class II binding data. (1) The peptide sequence is DFNEFISFCNANPGL. The MHC is DRB4_0101 with pseudo-sequence DRB4_0103. The binding affinity (normalized) is 0.218. (2) The MHC is DRB1_0901 with pseudo-sequence DRB1_0901. The binding affinity (normalized) is 0.554. The peptide sequence is NLDVYDWSIPDDLLA. (3) The peptide sequence is AVMLTFDNAGMWNVR. The MHC is DRB1_0802 with pseudo-sequence DRB1_0802. The binding affinity (normalized) is 0.932.